Dataset: Catalyst prediction with 721,799 reactions and 888 catalyst types from USPTO. Task: Predict which catalyst facilitates the given reaction. The catalyst class is: 69. Product: [OH:6][CH2:5][CH:4]([C:7]1[C:16]2[C:11](=[CH:12][CH:13]=[C:14]([O:17][CH3:18])[CH:15]=2)[CH:10]=[CH:9][CH:8]=1)[CH2:3][NH:2][C:26](=[O:29])[CH2:27][CH3:28]. Reactant: Cl.[NH2:2][CH2:3][CH:4]([C:7]1[C:16]2[C:11](=[CH:12][CH:13]=[C:14]([O:17][CH3:18])[CH:15]=2)[CH:10]=[CH:9][CH:8]=1)[CH2:5][OH:6].C(=O)([O-])[O-].[K+].[K+].[Cl-].[CH2:26]([OH:29])[CH2:27][CH3:28].